Dataset: Reaction yield outcomes from USPTO patents with 853,638 reactions. Task: Predict the reaction yield, written as a fraction of the theoretical maximum amount of product (1.0 means a 100% yield; for example, 0.34 means a 34% yield). (1) The reactants are C[Si](C([Si](C)(C)C)C(N)=O)(C)C.C([O:21][C@:22]1([CH2:46][CH:47]=[CH2:48])[C@H:26]([O:27][CH2:28][C:29]2[CH:34]=[CH:33][CH:32]=[CH:31][CH:30]=2)[C@@H:25]([CH2:35][O:36][CH2:37][C:38]2[CH:43]=[CH:42][CH:41]=[CH:40][CH:39]=2)[O:24][C@@H:23]1OC)(=O)C1C=CC=CC=1.[NH:49]1[CH:56]=[CH:55][C:53](=[O:54])[NH:52][C:50]1=[O:51].[Sn](Cl)(Cl)(Cl)Cl.C([O-])(O)=O.[Na+]. The catalyst is C(#N)C.C(OCC)(=O)C. The product is [CH2:46]([C@@:22]1([OH:21])[C@H:26]([O:27][CH2:28][C:29]2[CH:34]=[CH:33][CH:32]=[CH:31][CH:30]=2)[C@@H:25]([CH2:35][O:36][CH2:37][C:38]2[CH:43]=[CH:42][CH:41]=[CH:40][CH:39]=2)[O:24][C@H:23]1[N:49]1[CH:56]=[CH:55][C:53](=[O:54])[NH:52][C:50]1=[O:51])[CH:47]=[CH2:48]. The yield is 0.760. (2) The reactants are Cl[S:2]([C:5]1[S:6][C:7]([C:10]2[S:11][C:12]([CH3:15])=[CH:13][CH:14]=2)=[CH:8][CH:9]=1)(=[O:4])=[O:3].[NH2:16][C:17]1[O:21][N:20]=[C:19]([CH3:22])[C:18]=1[Br:23]. No catalyst specified. The product is [Br:23][C:18]1[C:19]([CH3:22])=[N:20][O:21][C:17]=1[NH:16][S:2]([C:5]1[S:6][C:7]([C:10]2[S:11][C:12]([CH3:15])=[CH:13][CH:14]=2)=[CH:8][CH:9]=1)(=[O:4])=[O:3]. The yield is 0.900. (3) The reactants are [N:1]1([CH2:6][C:7]2[CH:8]=[C:9]3[N:15]=[C:14]([C:16]4[CH:22]=[CH:21][CH:20]=[CH:19][C:17]=4[NH2:18])[S:13][C:10]3=[N:11][CH:12]=2)[CH2:5][CH2:4][CH2:3][CH2:2]1.[CH3:23][O:24][CH2:25][C:26]#[C:27][C:28]1[S:32][C:31]([C:33]2[CH:38]=[CH:37][CH:36]=[CH:35][CH:34]=2)=[N:30][C:29]=1[C:39](O)=[O:40]. No catalyst specified. The product is [CH3:23][O:24][CH2:25][C:26]#[C:27][C:28]1[S:32][C:31]([C:33]2[CH:34]=[CH:35][CH:36]=[CH:37][CH:38]=2)=[N:30][C:29]=1[C:39]([NH:18][C:17]1[CH:19]=[CH:20][CH:21]=[CH:22][C:16]=1[C:14]1[S:13][C:10]2[C:9]([N:15]=1)=[CH:8][C:7]([CH2:6][N:1]1[CH2:2][CH2:3][CH2:4][CH2:5]1)=[CH:12][N:11]=2)=[O:40]. The yield is 0.300. (4) The reactants are F[C:2]1[C:7]([C:8]([C:10]2[S:11][CH:12]=[CH:13][CH:14]=2)=[O:9])=[CH:6][CH:5]=[CH:4][N:3]=1.CO.[NH3:17].[OH-].N. No catalyst specified. The product is [NH2:17][C:2]1[C:7]([C:8]([C:10]2[S:11][CH:12]=[CH:13][CH:14]=2)=[O:9])=[CH:6][CH:5]=[CH:4][N:3]=1. The yield is 0.780. (5) The reactants are Br[Zn][CH2:3][C:4]([O:6][CH2:7][CH3:8])=[O:5].[C:9]1(/[CH:15]=[CH:16]/[C:17]([C:19]2[CH:24]=[CH:23][CH:22]=[CH:21][CH:20]=2)=[O:18])[CH:14]=[CH:13][CH:12]=[CH:11][CH:10]=1.Cl.C(OCC)(=O)C. The catalyst is C1COCC1. The product is [OH:18][C:17]([C:19]1[CH:24]=[CH:23][CH:22]=[CH:21][CH:20]=1)(/[CH:16]=[CH:15]/[C:9]1[CH:14]=[CH:13][CH:12]=[CH:11][CH:10]=1)[CH2:3][C:4]([O:6][CH2:7][CH3:8])=[O:5]. The yield is 0.970. (6) The reactants are [CH3:1][C:2]1([CH3:22])[CH2:11][CH2:10][C:9]([CH3:13])([CH3:12])[C:8]2[CH:7]=[C:6]([NH:14][C:15](=O)[CH2:16][CH2:17][CH2:18][CH2:19][CH3:20])[CH:5]=[CH:4][C:3]1=2.[H-].[Al+3].[Li+].[H-].[H-].[H-].[OH-].[Na+].[O-]S([O-])(=O)=O.[Mg+2]. The catalyst is C(OCC)C.O. The product is [CH2:15]([NH:14][C:6]1[CH:5]=[CH:4][C:3]2[C:2]([CH3:22])([CH3:1])[CH2:11][CH2:10][C:9]([CH3:12])([CH3:13])[C:8]=2[CH:7]=1)[CH2:16][CH2:17][CH2:18][CH2:19][CH3:20]. The yield is 0.810. (7) The reactants are [F:1][C:2]1[CH:7]=[CH:6][CH:5]=[C:4]([F:8])[C:3]=1[C:9]1[N:14]=[C:13]([C:15]([NH:17][C:18]2[CH:19]=[N:20][CH:21]=[CH:22][C:23]=2[C@H:24]2[CH2:29][C@@H:28]([NH:30]C(=O)OC(C)(C)C)[C:27](=[O:38])[C@@H:26]([CH3:39])[CH2:25]2)=[O:16])[CH:12]=[CH:11][C:10]=1[F:40].C(O)(C(F)(F)F)=O.C(Cl)Cl. No catalyst specified. The product is [NH2:30][C@H:28]1[C:27](=[O:38])[C@@H:26]([CH3:39])[CH2:25][C@@H:24]([C:23]2[CH:22]=[CH:21][N:20]=[CH:19][C:18]=2[NH:17][C:15](=[O:16])[C:13]2[CH:12]=[CH:11][C:10]([F:40])=[C:9]([C:3]3[C:4]([F:8])=[CH:5][CH:6]=[CH:7][C:2]=3[F:1])[N:14]=2)[CH2:29]1. The yield is 0.980. (8) The reactants are [NH2:1][C:2]1[CH:18]=[CH:17][C:5]([O:6][C:7]2[CH:12]=[CH:11][N:10]=[C:9]3[NH:13][C:14](=[O:16])[NH:15][C:8]=23)=[CH:4][C:3]=1[F:19].[Cl:20][C:21]1[CH:26]=[CH:25][C:24]([N:27]=[C:28]=[O:29])=[CH:23][C:22]=1[C:30]([F:33])([F:32])[F:31]. No catalyst specified. The product is [O:16]=[C:14]1[NH:13][C:9]2=[N:10][CH:11]=[CH:12][C:7]([O:6][C:5]3[CH:17]=[CH:18][C:2]([NH:1][C:28]([NH:27][C:24]4[CH:25]=[CH:26][C:21]([Cl:20])=[C:22]([C:30]([F:32])([F:31])[F:33])[CH:23]=4)=[O:29])=[C:3]([F:19])[CH:4]=3)=[C:8]2[NH:15]1. The yield is 0.830.